This data is from Peptide-MHC class I binding affinity with 185,985 pairs from IEDB/IMGT. The task is: Regression. Given a peptide amino acid sequence and an MHC pseudo amino acid sequence, predict their binding affinity value. This is MHC class I binding data. (1) The MHC is Mamu-B17 with pseudo-sequence Mamu-B17. The binding affinity (normalized) is 0.147. The peptide sequence is YWHGRDNRTII. (2) The peptide sequence is VLYGPDAPTI. The MHC is HLA-A68:02 with pseudo-sequence HLA-A68:02. The binding affinity (normalized) is 0.149. (3) The peptide sequence is LADQLIHLHY. The MHC is HLA-B53:01 with pseudo-sequence HLA-B53:01. The binding affinity (normalized) is 0.360. (4) The peptide sequence is VIYQYMDDL. The MHC is HLA-B58:01 with pseudo-sequence HLA-B58:01. The binding affinity (normalized) is 0. (5) The peptide sequence is STEIGLLVG. The MHC is HLA-A02:01 with pseudo-sequence HLA-A02:01. The binding affinity (normalized) is 0.0847. (6) The peptide sequence is VVYRGTTTY. The MHC is HLA-A69:01 with pseudo-sequence YYAMYRNNVAQTDVDTLYVRYHYYTWAVLAYTWY. The binding affinity (normalized) is 0.0847.